From a dataset of Catalyst prediction with 721,799 reactions and 888 catalyst types from USPTO. Predict which catalyst facilitates the given reaction. (1) Reactant: BrC1C=C(NC2[C:24]3[C:19](=[CH:20][C:21]([F:26])=[CH:22][C:23]=3[F:25])[N:18]=C(C3C=CC=CN=3)C=2C)C(N2CCOCC2)=NC=1.B1(B2OC(C)(C)C(C)(C)O2)OC(C)(C)C(C)(C)O1.C([O-])(=O)C.[K+].[NH2:57][C:58]1[C:63]([C:64]#[N:65])=[C:62](Cl)[N:61]=[CH:60][N:59]=1.FC1C=C(F)C=C2C=1[C:70]([NH:86][C:87]1[CH:88]=[C:89](B(O)O)[CH:90]=[N:91][C:92]=1[N:93]1[CH2:98][CH2:97][O:96][CH2:95][CH2:94]1)=[C:71]([CH3:85])[C:72]([C:79]1[CH:84]=[CH:83][CH:82]=[CH:81][N:80]=1)=N2.C(=O)([O-])[O-].[Na+].[Na+]. Product: [NH2:57][C:58]1[C:63]([C:64]#[N:65])=[C:62]([C:89]2[CH:90]=[N:91][C:92]([N:93]3[CH2:94][CH2:95][O:96][CH2:97][CH2:98]3)=[C:87]([NH:86][C:70]3[C:24]4[C:19](=[CH:20][C:21]([F:26])=[CH:22][C:23]=4[F:25])[N:18]=[C:72]([C:79]4[CH:84]=[CH:83][CH:82]=[CH:81][N:80]=4)[C:71]=3[CH3:85])[CH:88]=2)[N:61]=[CH:60][N:59]=1. The catalyst class is: 128. (2) Reactant: C1C=C[NH+]=CC=1.[O-][Cr](Cl)(=O)=O.[CH2:12]([OH:28])[CH2:13][CH2:14][CH2:15][CH2:16][CH2:17][CH2:18][CH2:19]/[CH:20]=[CH:21]\[CH2:22][CH2:23][CH2:24][CH2:25][CH2:26][CH3:27].C(OCC)C. Product: [CH:12](=[O:28])[CH2:13][CH2:14][CH2:15][CH2:16][CH2:17][CH2:18][CH2:19]/[CH:20]=[CH:21]\[CH2:22][CH2:23][CH2:24][CH2:25][CH2:26][CH3:27]. The catalyst class is: 2. (3) Reactant: Cl.[CH3:2][Si:3]([CH3:47])([CH3:46])[CH2:4][CH2:5][O:6][CH2:7][O:8][C:9]1[CH:14]=[C:13]([O:15][CH2:16][O:17][CH2:18][CH2:19][Si:20]([CH3:23])([CH3:22])[CH3:21])[CH:12]=[CH:11][C:10]=1[C:24]1[C:25](=[O:45])[O:26][C:27]2[C:32]([C:33]=1[CH2:34]Br)=[CH:31][CH:30]=[C:29]([O:36][CH2:37][O:38][CH2:39][CH2:40][Si:41]([CH3:44])([CH3:43])[CH3:42])[CH:28]=2. Product: [CH3:46][Si:3]([CH3:2])([CH3:47])[CH2:4][CH2:5][O:6][CH2:7][O:8][C:9]1[CH:14]=[C:13]([O:15][CH2:16][O:17][CH2:18][CH2:19][Si:20]([CH3:21])([CH3:22])[CH3:23])[CH:12]=[CH:11][C:10]=1[C:24]1[C:25](=[O:45])[O:26][C:27]2[C:32]([C:33]=1[CH3:34])=[CH:31][CH:30]=[C:29]([O:36][CH2:37][O:38][CH2:39][CH2:40][Si:41]([CH3:44])([CH3:43])[CH3:42])[CH:28]=2. The catalyst class is: 25. (4) Reactant: [Si:1]([O:8][CH:9]1[CH2:14][CH:13]([C:15]2[CH:20]=[CH:19][N:18]=[CH:17][C:16]=2[N+:21]([O-])=O)[O:12][CH:11]([CH3:24])[C:10]1([CH3:26])[OH:25])([C:4]([CH3:7])([CH3:6])[CH3:5])([CH3:3])[CH3:2]. Product: [NH2:21][C:16]1[CH:17]=[N:18][CH:19]=[CH:20][C:15]=1[CH:13]1[O:12][CH:11]([CH3:24])[C:10]([CH3:26])([OH:25])[CH:9]([O:8][Si:1]([C:4]([CH3:5])([CH3:7])[CH3:6])([CH3:2])[CH3:3])[CH2:14]1. The catalyst class is: 293. (5) Reactant: [OH-].[Na+].[Br:3][C:4]1[CH:9]=[CH:8][C:7]([SH:10])=[CH:6][CH:5]=1.Cl[CH2:12][C:13]([OH:15])=[O:14].Cl. Product: [Br:3][C:4]1[CH:9]=[CH:8][C:7]([S:10][CH2:12][C:13]([OH:15])=[O:14])=[CH:6][CH:5]=1. The catalyst class is: 93. (6) Reactant: [CH2:1]([O:8][C:9]1[CH:14]=[C:13]([O:15][CH2:16][C:17]2[CH:22]=[CH:21][CH:20]=[CH:19][CH:18]=2)[CH:12]=[C:11]([O:23][C:24]2[CH:29]=[CH:28][C:27]([N+:30]([O-:32])=[O:31])=[CH:26][CH:25]=2)[C:10]=1[C:33](=O)[CH2:34][C:35](=O)[C:36]([O:38][CH2:39][CH3:40])=[O:37])[C:2]1[CH:7]=[CH:6][CH:5]=[CH:4][CH:3]=1.O.[NH2:44][NH2:45]. Product: [CH2:1]([O:8][C:9]1[CH:14]=[C:13]([O:15][CH2:16][C:17]2[CH:18]=[CH:19][CH:20]=[CH:21][CH:22]=2)[CH:12]=[C:11]([O:23][C:24]2[CH:25]=[CH:26][C:27]([N+:30]([O-:32])=[O:31])=[CH:28][CH:29]=2)[C:10]=1[C:33]1[CH:34]=[C:35]([C:36]([O:38][CH2:39][CH3:40])=[O:37])[NH:45][N:44]=1)[C:2]1[CH:7]=[CH:6][CH:5]=[CH:4][CH:3]=1. The catalyst class is: 8.